From a dataset of Forward reaction prediction with 1.9M reactions from USPTO patents (1976-2016). Predict the product of the given reaction. Given the reactants [NH2:1][C:2]1[CH:7]=[CH:6][C:5]([CH3:8])=[CH:4][C:3]=1[OH:9].C(N(CC)CC)C.[C:17]1([CH3:27])[CH:22]=[CH:21][C:20]([S:23](Cl)(=[O:25])=[O:24])=[CH:19][CH:18]=1.O, predict the reaction product. The product is: [CH3:27][C:17]1[CH:22]=[CH:21][C:20]([S:23]([O:9][C:3]2[CH:4]=[C:5]([CH3:8])[CH:6]=[CH:7][C:2]=2[NH2:1])(=[O:25])=[O:24])=[CH:19][CH:18]=1.